Dataset: Reaction yield outcomes from USPTO patents with 853,638 reactions. Task: Predict the reaction yield, written as a fraction of the theoretical maximum amount of product (1.0 means a 100% yield; for example, 0.34 means a 34% yield). The reactants are [Br:1][C:2]1[N:7]=[C:6]([NH:8][C:9]2[S:10][C:11](Br)=[CH:12][N:13]=2)[CH:5]=[CH:4][CH:3]=1.[C:15]([C:18]1[CH:19]=[C:20]([SH:25])[CH:21]=[CH:22][C:23]=1[CH3:24])([OH:17])=[O:16].C[O-].[Na+]. The catalyst is CO.C1COCC1. The product is [Br:1][C:2]1[N:7]=[C:6]([NH:8][C:9]2[S:10][C:11]([S:25][C:20]3[CH:21]=[CH:22][C:23]([CH3:24])=[C:18]([CH:19]=3)[C:15]([OH:17])=[O:16])=[CH:12][N:13]=2)[CH:5]=[CH:4][CH:3]=1. The yield is 0.810.